Dataset: Reaction yield outcomes from USPTO patents with 853,638 reactions. Task: Predict the reaction yield, written as a fraction of the theoretical maximum amount of product (1.0 means a 100% yield; for example, 0.34 means a 34% yield). The reactants are F[C:2]1[CH:10]=[CH:9][C:8]([S:11]([CH3:14])(=[O:13])=[O:12])=[CH:7][C:3]=1[C:4]([OH:6])=[O:5].C(=O)([O-])[O-].[Cs+].[Cs+].[CH2:21]([SH:23])[CH3:22].Cl. The catalyst is CN(C)C=O. The product is [CH2:21]([S:23][C:2]1[CH:10]=[CH:9][C:8]([S:11]([CH3:14])(=[O:13])=[O:12])=[CH:7][C:3]=1[C:4]([OH:6])=[O:5])[CH3:22]. The yield is 0.990.